This data is from Retrosynthesis with 50K atom-mapped reactions and 10 reaction types from USPTO. The task is: Predict the reactants needed to synthesize the given product. Given the product O=c1ccn2c3ccc(Br)cc3c3cc(O)cc1c32, predict the reactants needed to synthesize it. The reactants are: COc1cc2c(=O)ccn3c4ccc(Br)cc4c(c1)c23.